Predict the reaction yield, written as a fraction of the theoretical maximum amount of product (1.0 means a 100% yield; for example, 0.34 means a 34% yield). From a dataset of Reaction yield outcomes from USPTO patents with 853,638 reactions. (1) The reactants are Cl[CH2:2][C:3]1[CH:12]=[CH:11][C:6]2[O:7][CH2:8][CH2:9][O:10][C:5]=2[CH:4]=1.[C-:13]#[N:14].[Na+].O. The catalyst is CS(C)=O. The product is [O:7]1[CH2:8][CH2:9][O:10][C:5]2[CH:4]=[C:3]([CH2:2][C:13]#[N:14])[CH:12]=[CH:11][C:6]1=2. The yield is 0.860. (2) The yield is 0.380. No catalyst specified. The product is [CH:1]([C:4]1[O:8][C:7]([C@H:9]2[CH2:10][CH2:11][C@H:12]([NH:37][C:40](=[O:25])[O:46][C:42]([CH3:45])([CH3:44])[CH3:43])[CH2:13][CH2:14]2)=[N:6][N:5]=1)([CH3:2])[CH3:3]. The reactants are [CH:1]([C:4]1[O:8][C:7]([C@H:9]2[CH2:14][CH2:13][C@H:12](C(O)=O)[CH2:11][CH2:10]2)=[N:6][N:5]=1)([CH3:3])[CH3:2].C1(P(N=[N+]=[N-])(C2C=CC=CC=2)=[O:25])C=CC=CC=1.C([N:37]([CH2:40]C)CC)C.[C:42]([OH:46])([CH3:45])([CH3:44])[CH3:43]. (3) The reactants are [Cl:1][C:2]1[CH:3]=[C:4]([CH:9]=[C:10]([Cl:24])[C:11]=1[O:12][C:13]1[CH:18]=[CH:17][C:16]([O:19][CH3:20])=[C:15]([CH:21]([CH3:23])[CH3:22])[CH:14]=1)[C:5](OC)=[O:6].CC(C[AlH]CC(C)C)C. The catalyst is C1COCC1. The product is [CH:21]([C:15]1[CH:14]=[C:13]([CH:18]=[CH:17][C:16]=1[O:19][CH3:20])[O:12][C:11]1[C:10]([Cl:24])=[CH:9][C:4]([CH2:5][OH:6])=[CH:3][C:2]=1[Cl:1])([CH3:23])[CH3:22]. The yield is 1.00.